Predict the product of the given reaction. From a dataset of Forward reaction prediction with 1.9M reactions from USPTO patents (1976-2016). Given the reactants [C:1]([C:5]1[CH:6]=[C:7]([OH:11])[CH:8]=[CH:9][CH:10]=1)([CH3:4])([CH3:3])[CH3:2].Br[CH2:13][CH2:14][CH:15]1[O:20][CH2:19][CH2:18][CH2:17][O:16]1.C(=O)([O-])[O-].[K+].[K+], predict the reaction product. The product is: [C:1]([C:5]1[CH:6]=[C:7]([CH:8]=[CH:9][CH:10]=1)[O:11][CH2:13][CH2:14][CH:15]1[O:20][CH2:19][CH2:18][CH2:17][O:16]1)([CH3:4])([CH3:2])[CH3:3].